Predict the reactants needed to synthesize the given product. From a dataset of Full USPTO retrosynthesis dataset with 1.9M reactions from patents (1976-2016). (1) The reactants are: [Cl:1][C:2]1[S:6][C:5]([C:7]([OH:9])=[O:8])=[CH:4][CH:3]=1.OS(O)(=O)=O.[CH3:15]O. Given the product [Cl:1][C:2]1[S:6][C:5]([C:7]([O:9][CH3:15])=[O:8])=[CH:4][CH:3]=1, predict the reactants needed to synthesize it. (2) The reactants are: [NH2:1][C:2]1[CH:3]=[C:4]([C:8]2[S:12][C:11]([C:13]3[CH:14]=[C:15]4[C:19](=[CH:20][CH:21]=3)[C:18](=[O:22])[N:17]([CH3:23])[CH2:16]4)=[CH:10][CH:9]=2)[CH:5]=[N:6][CH:7]=1.Cl[S:25]([C:28]1[CH:37]=[CH:36][C:31]([C:32]([O:34][CH3:35])=[O:33])=[CH:30][CH:29]=1)(=[O:27])=[O:26]. Given the product [CH3:23][N:17]1[CH2:16][C:15]2[C:19](=[CH:20][CH:21]=[C:13]([C:11]3[S:12][C:8]([C:4]4[CH:3]=[C:2]([NH:1][S:25]([C:28]5[CH:29]=[CH:30][C:31]([C:32]([O:34][CH3:35])=[O:33])=[CH:36][CH:37]=5)(=[O:27])=[O:26])[CH:7]=[N:6][CH:5]=4)=[CH:9][CH:10]=3)[CH:14]=2)[C:18]1=[O:22], predict the reactants needed to synthesize it. (3) Given the product [NH2:9][C:4]1[CH:3]=[C:2]([Cl:1])[CH:7]=[CH:6][C:5]=1[N:16]([CH2:17][CH2:18][O:19][CH3:20])[CH2:15][CH2:14][O:13][CH3:12], predict the reactants needed to synthesize it. The reactants are: [Cl:1][C:2]1[CH:7]=[CH:6][C:5](F)=[C:4]([N+:9]([O-])=O)[CH:3]=1.[CH3:12][O:13][CH2:14][CH2:15][NH:16][CH2:17][CH2:18][O:19][CH3:20].[H][H]. (4) Given the product [F:1][C:2]1[CH:11]=[CH:10][CH:9]=[C:8]([F:12])[C:3]=1[CH2:4][N:5]1[CH:15]=[C:14]([C:13]([OH:17])=[O:16])[N:7]=[N:6]1, predict the reactants needed to synthesize it. The reactants are: [F:1][C:2]1[CH:11]=[CH:10][CH:9]=[C:8]([F:12])[C:3]=1[CH2:4][N:5]=[N+:6]=[N-:7].[C:13]([OH:17])(=[O:16])[C:14]#[CH:15].O=C1O[C@H]([C@H](CO)O)C(O)=C1O. (5) Given the product [CH3:33][O:32][C:5]1[CH:4]=[N:3][C:2]([C:42]2[CH:43]=[CH:44][C:45]([N:48]3[CH2:49][CH2:50][N:51]([C:54]([O:56][C:57]([CH3:60])([CH3:59])[CH3:58])=[O:55])[CH2:52][CH2:53]3)=[CH:46][CH:47]=2)=[C:7]2[NH:8][CH:9]=[C:10]([C:11](=[O:31])[C:12](=[O:13])[N:14]3[CH2:15][CH2:16][N:17]([C:20]4[N:24]([C:25]5[CH:30]=[CH:29][CH:28]=[CH:27][N:26]=5)[N:23]=[N:22][N:21]=4)[CH2:18][CH2:19]3)[C:6]=12, predict the reactants needed to synthesize it. The reactants are: Br[C:2]1[N:3]=[CH:4][C:5]([O:32][CH3:33])=[C:6]2[C:10]([C:11](=[O:31])[C:12]([N:14]3[CH2:19][CH2:18][N:17]([C:20]4[N:24]([C:25]5[CH:30]=[CH:29][CH:28]=[CH:27][N:26]=5)[N:23]=[N:22][N:21]=4)[CH2:16][CH2:15]3)=[O:13])=[CH:9][NH:8][C:7]=12.CC1(C)C(C)(C)OB([C:42]2[CH:47]=[CH:46][C:45]([N:48]3[CH2:53][CH2:52][N:51]([C:54]([O:56][C:57]([CH3:60])([CH3:59])[CH3:58])=[O:55])[CH2:50][CH2:49]3)=[CH:44][CH:43]=2)O1.C([O-])([O-])=O.[Na+].[Na+]. (6) Given the product [O:50]1[CH2:48][CH2:47][CH2:46][C@H:45]1[CH2:44][NH:43][C:29]([C:26]1[N:27]=[N:28][C:23]([NH:22][C:20]([N:12]2[CH2:11][C:19]3[CH:18]=[CH:17][N:16]=[CH:15][C:14]=3[CH2:13]2)=[O:21])=[CH:24][CH:25]=1)=[O:31], predict the reactants needed to synthesize it. The reactants are: C1(CCCN)C=CC=CC=1.[CH2:11]1[C:19]2[CH:18]=[CH:17][N:16]=[CH:15][C:14]=2[CH2:13][N:12]1[C:20]([NH:22][C:23]1[N:28]=[N:27][C:26]([C:29]([OH:31])=O)=[CH:25][CH:24]=1)=[O:21].C1C2C(=CC=CC=2)CN1C([NH:43][C:44]1C=C[C:47]([C:48]([OH:50])=O)=[CH:46][CH:45]=1)=O.